From a dataset of Full USPTO retrosynthesis dataset with 1.9M reactions from patents (1976-2016). Predict the reactants needed to synthesize the given product. (1) Given the product [CH2:20]([SiH:19]([CH2:22][CH3:23])[C:11]1[N:10]([CH2:9][O:8][CH3:7])[C:18]2[C:13]([CH:12]=1)=[CH:14][CH:15]=[CH:16][CH:17]=2)[CH3:21], predict the reactants needed to synthesize it. The reactants are: CC([O-])(C)C.[K+].[CH3:7][O:8][CH2:9][N:10]1[C:18]2[C:13](=[CH:14][CH:15]=[CH:16][CH:17]=2)[CH:12]=[CH:11]1.[SiH2:19]([CH2:22][CH3:23])[CH2:20][CH3:21]. (2) Given the product [CH3:21][C:15]1[CH:16]=[C:17]([CH:18]=[CH:19][C:14]=1[N+:11]([O-:13])=[O:12])[O:20][CH2:8][CH2:9][OH:10], predict the reactants needed to synthesize it. The reactants are: C(=O)([O-])[O-].[K+].[K+].Br[CH2:8][CH2:9][OH:10].[N+:11]([C:14]1[C:15]([CH3:21])=[CH:16][C:17]([OH:20])=[CH:18][CH:19]=1)([O-:13])=[O:12]. (3) Given the product [C:57]([SiH2:56][O:55][C:54]([CH3:62])([CH3:61])[C:35]1[C:34]([C:6]2[CH:5]=[C:4]([NH:17][C:18]3[CH:23]=[CH:22][C:21]([C:24]([N:26]4[CH2:27][CH2:28][O:29][CH2:30][CH2:31]4)=[O:25])=[CH:20][N:19]=3)[C:3](=[O:32])[N:2]([CH3:1])[CH:7]=2)=[CH:39][CH:38]=[CH:37][C:36]=1[N:40]1[CH:49]=[CH:48][C:47]2[C:42](=[CH:43][CH:44]=[C:45]([CH:50]3[CH2:52][CH2:51]3)[CH:46]=2)[C:41]1=[O:53])([CH3:60])([CH3:58])[CH3:59], predict the reactants needed to synthesize it. The reactants are: [CH3:1][N:2]1[CH:7]=[C:6](B2OC(C)(C)C(C)(C)O2)[CH:5]=[C:4]([NH:17][C:18]2[CH:23]=[CH:22][C:21]([C:24]([N:26]3[CH2:31][CH2:30][O:29][CH2:28][CH2:27]3)=[O:25])=[CH:20][N:19]=2)[C:3]1=[O:32].Br[C:34]1[C:35]([C:54]([CH3:62])([CH3:61])[O:55][SiH2:56][C:57]([CH3:60])([CH3:59])[CH3:58])=[C:36]([N:40]2[CH:49]=[CH:48][C:47]3[C:42](=[CH:43][CH:44]=[C:45]([CH:50]4[CH2:52][CH2:51]4)[CH:46]=3)[C:41]2=[O:53])[CH:37]=[CH:38][CH:39]=1.C(=O)([O-])[O-].[Cs+].[Cs+].ClCCl. (4) The reactants are: [NH:1]1[CH2:6][CH2:5][CH:4]([NH:7][C:8]2[CH:13]=[CH:12][CH:11]=[CH:10][C:9]=2[C:14]([F:17])([F:16])[F:15])[CH2:3][CH2:2]1.[CH:18]1([CH2:21][CH2:22][NH:23][C:24]([C:26]2[N:27]=[N:28][C:29](Cl)=[CH:30][CH:31]=2)=[O:25])[CH2:20][CH2:19]1.C([O-])([O-])=O.[K+].[K+]. Given the product [CH:18]1([CH2:21][CH2:22][NH:23][C:24]([C:26]2[N:27]=[N:28][C:29]([N:1]3[CH2:2][CH2:3][CH:4]([NH:7][C:8]4[CH:13]=[CH:12][CH:11]=[CH:10][C:9]=4[C:14]([F:15])([F:16])[F:17])[CH2:5][CH2:6]3)=[CH:30][CH:31]=2)=[O:25])[CH2:20][CH2:19]1, predict the reactants needed to synthesize it. (5) The reactants are: [CH:1]1([CH:7]([NH:18][C:19]2[CH:20]=[CH:21][C:22]([C:25]([N:27]([CH3:35])[CH2:28][CH2:29][C:30]([O:32]CC)=[O:31])=[O:26])=[N:23][CH:24]=2)[C:8]2[S:9][C:10]3[CH:17]=[CH:16][CH:15]=[CH:14][C:11]=3[C:12]=2[CH3:13])[CH2:6][CH2:5][CH2:4][CH2:3][CH2:2]1.O1CCCC1.[OH-].[Na+]. Given the product [CH:1]1([CH:7]([NH:18][C:19]2[CH:20]=[CH:21][C:22]([C:25]([N:27]([CH3:35])[CH2:28][CH2:29][C:30]([OH:32])=[O:31])=[O:26])=[N:23][CH:24]=2)[C:8]2[S:9][C:10]3[CH:17]=[CH:16][CH:15]=[CH:14][C:11]=3[C:12]=2[CH3:13])[CH2:6][CH2:5][CH2:4][CH2:3][CH2:2]1, predict the reactants needed to synthesize it. (6) Given the product [Br:8][C:5]1[CH:6]=[CH:7][C:2]([O:18][CH2:17][C:14]2[CH:13]=[CH:12][C:11]([O:10][CH3:9])=[CH:16][CH:15]=2)=[N:3][CH:4]=1, predict the reactants needed to synthesize it. The reactants are: Br[C:2]1[CH:7]=[CH:6][C:5]([Br:8])=[CH:4][N:3]=1.[CH3:9][O:10][C:11]1[CH:12]=[CH:13][C:14]([CH2:17][OH:18])=[CH:15][CH:16]=1.